Dataset: Catalyst prediction with 721,799 reactions and 888 catalyst types from USPTO. Task: Predict which catalyst facilitates the given reaction. (1) Reactant: [F:1][C:2]1[CH:10]=[CH:9][C:8]([CH:11]=[CH2:12])=[C:7]2[C:3]=1[C:4]([C:13]([O:15][CH3:16])=[O:14])=[CH:5][NH:6]2. Product: [CH2:11]([C:8]1[CH:9]=[CH:10][C:2]([F:1])=[C:3]2[C:7]=1[NH:6][CH:5]=[C:4]2[C:13]([O:15][CH3:16])=[O:14])[CH3:12]. The catalyst class is: 43. (2) Reactant: [CH3:1][S:2]([N:5]1[CH2:10][CH2:9][CH2:8][C@H:7]([NH:11][C:12]2[C:17]([C:18]3[N:19]=[C:20]4[CH:26]=[CH:25][N:24](COCC[Si](C)(C)C)[C:21]4=[N:22][CH:23]=3)=[CH:16][N:15]=[C:14](S(C)(=O)=O)[N:13]=2)[CH2:6]1)(=[O:4])=[O:3].[NH:39]1[CH2:44][CH2:43][O:42][CH2:41][CH2:40]1.CS(C)(=O)=O. Product: [CH3:1][S:2]([N:5]1[CH2:10][CH2:9][CH2:8][C@H:7]([NH:11][C:12]2[C:17]([C:18]3[N:19]=[C:20]4[CH:26]=[CH:25][NH:24][C:21]4=[N:22][CH:23]=3)=[CH:16][N:15]=[C:14]([N:39]3[CH2:44][CH2:43][O:42][CH2:41][CH2:40]3)[N:13]=2)[CH2:6]1)(=[O:3])=[O:4]. The catalyst class is: 12. (3) Reactant: C1(P(C2C=CC=CC=2)C2C=CC=CC=2)C=CC=CC=1.[Br:20]Br.[Cl:22][C:23]1[CH:28]=[CH:27][C:26]([CH2:29]O)=[CH:25][C:24]=1[F:31]. Product: [Br:20][CH2:29][C:26]1[CH:27]=[CH:28][C:23]([Cl:22])=[C:24]([F:31])[CH:25]=1. The catalyst class is: 2. (4) Reactant: [CH3:1][N:2]1[CH2:7][CH2:6][NH:5][CH2:4][CH2:3]1.[NH2:8][C:9]1[CH:14]=[CH:13][C:12]([S:15][C:16]2[N:21]=[C:20]([NH:22][C:23]3[S:24][C:25]([C:28]#[N:29])=[CH:26][N:27]=3)[CH:19]=[C:18](Cl)[N:17]=2)=[CH:11][CH:10]=1. Product: [NH2:8][C:9]1[CH:14]=[CH:13][C:12]([S:15][C:16]2[N:21]=[C:20]([NH:22][C:23]3[S:24][C:25]([C:28]#[N:29])=[CH:26][N:27]=3)[CH:19]=[C:18]([N:5]3[CH2:6][CH2:7][N:2]([CH3:1])[CH2:3][CH2:4]3)[N:17]=2)=[CH:11][CH:10]=1. The catalyst class is: 6.